From a dataset of NCI-60 drug combinations with 297,098 pairs across 59 cell lines. Regression. Given two drug SMILES strings and cell line genomic features, predict the synergy score measuring deviation from expected non-interaction effect. (1) Drug 1: CC1=C(C(=CC=C1)Cl)NC(=O)C2=CN=C(S2)NC3=CC(=NC(=N3)C)N4CCN(CC4)CCO. Drug 2: CC12CCC3C(C1CCC2OP(=O)(O)O)CCC4=C3C=CC(=C4)OC(=O)N(CCCl)CCCl.[Na+]. Cell line: ACHN. Synergy scores: CSS=23.2, Synergy_ZIP=-7.17, Synergy_Bliss=-2.91, Synergy_Loewe=-83.9, Synergy_HSA=-2.68. (2) Drug 1: CC1=C(N=C(N=C1N)C(CC(=O)N)NCC(C(=O)N)N)C(=O)NC(C(C2=CN=CN2)OC3C(C(C(C(O3)CO)O)O)OC4C(C(C(C(O4)CO)O)OC(=O)N)O)C(=O)NC(C)C(C(C)C(=O)NC(C(C)O)C(=O)NCCC5=NC(=CS5)C6=NC(=CS6)C(=O)NCCC[S+](C)C)O. Drug 2: CCC1(C2=C(COC1=O)C(=O)N3CC4=CC5=C(C=CC(=C5CN(C)C)O)N=C4C3=C2)O.Cl. Cell line: BT-549. Synergy scores: CSS=36.6, Synergy_ZIP=-2.72, Synergy_Bliss=-3.03, Synergy_Loewe=1.95, Synergy_HSA=4.59. (3) Drug 1: C1CCC(C1)C(CC#N)N2C=C(C=N2)C3=C4C=CNC4=NC=N3. Drug 2: C(CCl)NC(=O)N(CCCl)N=O. Cell line: HS 578T. Synergy scores: CSS=-1.61, Synergy_ZIP=-0.0726, Synergy_Bliss=-0.446, Synergy_Loewe=-9.66, Synergy_HSA=-6.23. (4) Drug 1: CN(C)N=NC1=C(NC=N1)C(=O)N. Drug 2: CC1C(C(CC(O1)OC2CC(OC(C2O)C)OC3=CC4=CC5=C(C(=O)C(C(C5)C(C(=O)C(C(C)O)O)OC)OC6CC(C(C(O6)C)O)OC7CC(C(C(O7)C)O)OC8CC(C(C(O8)C)O)(C)O)C(=C4C(=C3C)O)O)O)O. Cell line: SK-MEL-2. Synergy scores: CSS=-2.86, Synergy_ZIP=2.29, Synergy_Bliss=1.73, Synergy_Loewe=-2.57, Synergy_HSA=-1.51. (5) Drug 1: CCC1=CC2CC(C3=C(CN(C2)C1)C4=CC=CC=C4N3)(C5=C(C=C6C(=C5)C78CCN9C7C(C=CC9)(C(C(C8N6C)(C(=O)OC)O)OC(=O)C)CC)OC)C(=O)OC.C(C(C(=O)O)O)(C(=O)O)O. Drug 2: CC1C(C(CC(O1)OC2CC(CC3=C2C(=C4C(=C3O)C(=O)C5=CC=CC=C5C4=O)O)(C(=O)C)O)N)O. Cell line: SF-268. Synergy scores: CSS=37.1, Synergy_ZIP=1.30, Synergy_Bliss=2.80, Synergy_Loewe=-1.000, Synergy_HSA=3.49.